This data is from Catalyst prediction with 721,799 reactions and 888 catalyst types from USPTO. The task is: Predict which catalyst facilitates the given reaction. Reactant: [Br:1][C:2]1[CH:3]=[C:4]([CH:23]=[CH:24][CH:25]=1)[CH2:5][N:6]1[C:14]2[C:13](=[O:15])[N:12]([CH3:16])[C:11](=[O:17])[N:10]([CH3:18])[C:9]=2[N:8]=[C:7]1[CH2:19][C:20]([OH:22])=[O:21].[CH2:26](O)[CH3:27]. Product: [Br:1][C:2]1[CH:3]=[C:4]([CH:23]=[CH:24][CH:25]=1)[CH2:5][N:6]1[C:14]2[C:13](=[O:15])[N:12]([CH3:16])[C:11](=[O:17])[N:10]([CH3:18])[C:9]=2[N:8]=[C:7]1[CH2:19][C:20]([O:22][CH2:26][CH3:27])=[O:21]. The catalyst class is: 65.